Task: Predict the product of the given reaction.. Dataset: Forward reaction prediction with 1.9M reactions from USPTO patents (1976-2016) (1) The product is: [CH:25]([C:17]1[CH:18]=[C:19]([N+:22]([O-:24])=[O:23])[CH:20]=[CH:21][C:16]=1/[CH:15]=[CH:14]\[C:9]1[CH:10]=[CH:11][CH:12]=[CH:13][C:8]=1[NH:7][C:6](=[O:27])[O:5][C:1]([CH3:4])([CH3:3])[CH3:2])=[O:26]. Given the reactants [C:1]([O:5][C:6](=[O:27])[NH:7][C:8]1[CH:13]=[CH:12][CH:11]=[CH:10][C:9]=1/[CH:14]=[CH:15]\[C:16]1[CH:21]=[CH:20][C:19]([N+:22]([O-:24])=[O:23])=[CH:18][C:17]=1[CH2:25][OH:26])([CH3:4])([CH3:3])[CH3:2].CC(OI1(OC(C)=O)(OC(C)=O)OC(=O)C2C=CC=CC1=2)=O.C([O-])(O)=O.[Na+].OS([O-])=O.[Na+], predict the reaction product. (2) Given the reactants [Cl:1][C:2]1[CH:3]=[N+:4]([O-:23])[CH:5]=[C:6]([Cl:22])[C:7]=1[CH2:8][C@@H:9]([C:11]1[CH:16]=[CH:15][C:14]([O:17][CH:18]([F:20])[F:19])=[C:13]([OH:21])[CH:12]=1)[OH:10].[C:24]([O-])([O-])=O.[K+].[K+].IC.O, predict the reaction product. The product is: [Cl:22][C:6]1[CH:5]=[N+:4]([O-:23])[CH:3]=[C:2]([Cl:1])[C:7]=1[CH2:8][CH:9]([C:11]1[CH:16]=[CH:15][C:14]([O:17][CH:18]([F:20])[F:19])=[C:13]([O:21][CH3:24])[CH:12]=1)[OH:10].